Dataset: Forward reaction prediction with 1.9M reactions from USPTO patents (1976-2016). Task: Predict the product of the given reaction. (1) Given the reactants [Cl:1][C:2]1[N:7]=[CH:6][C:5]([C:8]2[N:9]=[C:10]([CH3:18])[NH:11][C:12]=2[CH2:13]CCCN)=[CH:4][CH:3]=1.ClC1[N:25]=[CH:24][C:23](C2N=C(C)NC=2CCCCN2C(=O)C3C(=CC=CC=3)C2=O)=[CH:22]C=1.NN, predict the reaction product. The product is: [Cl:1][C:2]1[N:7]=[CH:6][C:5]([C:8]2[N:9]=[C:10]([CH2:18][CH2:22][CH2:23][CH2:24][NH2:25])[NH:11][C:12]=2[CH3:13])=[CH:4][CH:3]=1. (2) Given the reactants C([O:4][CH2:5][C:6](=[O:28])[C@@H:7]1[C@:23]2([CH3:24])[CH:10]([CH:11]3[C:20](=[CH:21][CH2:22]2)[C@:19]2([CH3:25])[C:14](=[CH:15][C:16](=[O:26])[CH2:17][CH2:18]2)[CH2:13][CH2:12]3)[CH2:9][C@H:8]1[CH3:27])(=O)C.C(=O)([O-])[O-].[K+].[K+].Cl, predict the reaction product. The product is: [OH:4][CH2:5][C:6]([C@@H:7]1[C@:23]2([CH3:24])[CH:10]([CH:11]3[C:20](=[CH:21][CH2:22]2)[C@:19]2([CH3:25])[C:14](=[CH:15][C:16](=[O:26])[CH:17]=[CH:18]2)[CH2:13][CH2:12]3)[CH2:9][C@H:8]1[CH3:27])=[O:28]. (3) Given the reactants C([O:8][C:9]1[CH:10]=[C:11](/[CH:23]=[CH:24]/[CH:25]([CH3:28])[C:26]#[N:27])[CH:12]=[CH:13][C:14]=1[N:15]1[CH2:19][C:18](=[O:20])[NH:17][S:16]1(=[O:22])=[O:21])C1C=CC=CC=1, predict the reaction product. The product is: [OH:8][C:9]1[CH:10]=[C:11]([CH2:23][CH2:24][CH:25]([CH3:28])[C:26]#[N:27])[CH:12]=[CH:13][C:14]=1[N:15]1[CH2:19][C:18](=[O:20])[NH:17][S:16]1(=[O:22])=[O:21]. (4) Given the reactants [NH2:1][C:2]1[S:6][C:5]([CH:7]2[CH2:12][CH2:11][N:10]([C:13]([O:15][C:16]([CH3:19])([CH3:18])[CH3:17])=[O:14])[CH2:9][CH2:8]2)=[CH:4][C:3]=1[C:20]([O:22][CH3:23])=[O:21].CO[C:26]([CH3:28])=[CH2:27].C(O)(=O)C.C(O[BH-](OC(=O)C)OC(=O)C)(=O)C.[Na+].C(=O)([O-])[O-].[Na+].[Na+], predict the reaction product. The product is: [CH:26]([NH:1][C:2]1[S:6][C:5]([CH:7]2[CH2:12][CH2:11][N:10]([C:13]([O:15][C:16]([CH3:17])([CH3:18])[CH3:19])=[O:14])[CH2:9][CH2:8]2)=[CH:4][C:3]=1[C:20]([O:22][CH3:23])=[O:21])([CH3:28])[CH3:27]. (5) Given the reactants Br[CH2:2][C:3]1[N:7]([CH3:8])[N:6]([CH:9]2[CH2:14][CH2:13][CH2:12][CH2:11][CH2:10]2)[C:5](=[O:15])[CH:4]=1.[C:16]1([CH2:22][CH2:23][CH2:24][CH:25]2[CH2:30][CH2:29][NH:28][CH2:27][CH2:26]2)[CH:21]=[CH:20][CH:19]=[CH:18][CH:17]=1.[C:31](=O)([O-])[O-:32].[K+].[K+], predict the reaction product. The product is: [CH:9]1([N:6]2[C:5](=[O:15])[C:4]([O:32][CH3:31])=[C:3]([CH2:2][N:28]3[CH2:27][CH2:26][CH:25]([CH2:24][CH2:23][CH2:22][C:16]4[CH:21]=[CH:20][CH:19]=[CH:18][CH:17]=4)[CH2:30][CH2:29]3)[N:7]2[CH3:8])[CH2:14][CH2:13][CH2:12][CH2:11][CH2:10]1.